Dataset: Peptide-MHC class II binding affinity with 134,281 pairs from IEDB. Task: Regression. Given a peptide amino acid sequence and an MHC pseudo amino acid sequence, predict their binding affinity value. This is MHC class II binding data. (1) The peptide sequence is AKAPETKDSPRASLI. The MHC is DRB1_0101 with pseudo-sequence DRB1_0101. The binding affinity (normalized) is 0.161. (2) The binding affinity (normalized) is 0.820. The MHC is HLA-DPA10301-DPB10402 with pseudo-sequence HLA-DPA10301-DPB10402. The peptide sequence is EKKYIAATQFEPLAA. (3) The peptide sequence is IKEKGKDKWIELKES. The MHC is DRB1_0101 with pseudo-sequence DRB1_0101. The binding affinity (normalized) is 0.174. (4) The peptide sequence is GCSSALGSGPYGALG. The MHC is DRB1_1301 with pseudo-sequence DRB1_1301. The binding affinity (normalized) is 0.152. (5) The MHC is DRB1_0101 with pseudo-sequence DRB1_0101. The peptide sequence is KFFYLLGLSAIMQVF. The binding affinity (normalized) is 1.00. (6) The peptide sequence is TVMPLLCGIGCAMLH. The MHC is DRB5_0101 with pseudo-sequence DRB5_0101. The binding affinity (normalized) is 0.548. (7) The peptide sequence is GDLYIFESRAICKYA. The MHC is HLA-DPA10201-DPB10501 with pseudo-sequence HLA-DPA10201-DPB10501. The binding affinity (normalized) is 0.398. (8) The peptide sequence is EKKYFAATQLEPLAA. The MHC is HLA-DQA10501-DQB10201 with pseudo-sequence HLA-DQA10501-DQB10201. The binding affinity (normalized) is 0.763. (9) The peptide sequence is DLGRNEVVNDVSTFS. The MHC is DRB1_1201 with pseudo-sequence DRB1_1201. The binding affinity (normalized) is 0.0101.